From a dataset of Reaction yield outcomes from USPTO patents with 853,638 reactions. Predict the reaction yield, written as a fraction of the theoretical maximum amount of product (1.0 means a 100% yield; for example, 0.34 means a 34% yield). (1) The reactants are [CH3:1][C:2]1[N:10]=[CH:9][CH:8]=[CH:7][C:3]=1[C:4]([OH:6])=O.Cl.[CH2:12]([NH:14][C:15]([NH:17][C:18]1[CH:23]=[CH:22][C:21]([C:24]2[N:25]=[C:26]([N:34]3[CH2:39][CH2:38][O:37][CH2:36][CH2:35]3)[C:27]3[CH2:33][CH2:32][NH:31][CH2:30][C:28]=3[N:29]=2)=[CH:20][CH:19]=1)=[O:16])[CH3:13]. No catalyst specified. The product is [CH2:12]([NH:14][C:15]([NH:17][C:18]1[CH:19]=[CH:20][C:21]([C:24]2[N:25]=[C:26]([N:34]3[CH2:35][CH2:36][O:37][CH2:38][CH2:39]3)[C:27]3[CH2:33][CH2:32][N:31]([C:4](=[O:6])[C:3]4[CH:7]=[CH:8][CH:9]=[N:10][C:2]=4[CH3:1])[CH2:30][C:28]=3[N:29]=2)=[CH:22][CH:23]=1)=[O:16])[CH3:13]. The yield is 0.580. (2) The reactants are Br[C:2]1[CH:7]=[CH:6][C:5]([C:8]([F:11])([F:10])[F:9])=[CH:4][C:3]=1I.C([Mg]Cl)(C)C.[CH2:18](Cl)[O:19][CH3:20].Cl.[B:23]1([B:23]2[O:27][C:26]([CH3:29])([CH3:28])[C:25]([CH3:31])([CH3:30])[O:24]2)[O:27][C:26]([CH3:29])([CH3:28])[C:25]([CH3:31])([CH3:30])[O:24]1.C([O-])(=O)C.[K+]. The catalyst is C1COCC1.C(Cl)Cl.C1C=CC(P(C2C=CC=CC=2)[C-]2C=CC=C2)=CC=1.C1C=CC(P(C2C=CC=CC=2)[C-]2C=CC=C2)=CC=1.Cl[Pd]Cl.[Fe+2].C(Cl)Cl. The product is [CH3:18][O:19][CH2:20][C:3]1[CH:4]=[C:5]([C:8]([F:11])([F:10])[F:9])[CH:6]=[CH:7][C:2]=1[B:23]1[O:27][C:26]([CH3:29])([CH3:28])[C:25]([CH3:31])([CH3:30])[O:24]1. The yield is 0.820. (3) The reactants are C(OC(=O)/[CH:5]=[CH:6]/[C:7]1[CH:12]=[CH:11][CH:10]=[C:9]([S:13][C:14]2[CH:19]=[CH:18][C:17]([N:20]([CH3:22])[CH3:21])=[CH:16][CH:15]=2)[CH:8]=1)C.[NH2:24][OH:25].[OH-:26].[K+].[CH3:28]O. The catalyst is C1COCC1. The product is [CH3:22][N:20]([CH3:21])[C:17]1[CH:16]=[CH:15][C:14]([S:13][C:9]2[CH:8]=[C:7]([C:6](=[CH2:5])[C:28]([NH:24][OH:25])=[O:26])[CH:12]=[CH:11][CH:10]=2)=[CH:19][CH:18]=1. The yield is 0.820. (4) The reactants are [BH4-].[Na+].[CH3:3][O:4][C:5](=[O:17])[C:6](=[C:11]1[CH2:16][CH2:15][CH2:14][CH2:13][CH2:12]1)[C:7]([O:9][CH3:10])=[O:8].[H-]. The catalyst is C(O)C. The product is [CH3:10][O:9][C:7](=[O:8])[CH:6]([CH:11]1[CH2:12][CH2:13][CH2:14][CH2:15][CH2:16]1)[C:5]([O:4][CH3:3])=[O:17]. The yield is 0.600. (5) The reactants are [F:1][C:2]1[CH:9]=[C:8]([N+:10]([O-])=O)[CH:7]=[CH:6][C:3]=1[C:4]#[N:5]. The catalyst is CO.[C].[Pd]. The product is [NH2:10][C:8]1[CH:7]=[CH:6][C:3]([C:4]#[N:5])=[C:2]([F:1])[CH:9]=1. The yield is 0.700. (6) The reactants are Cl[C:2]1[N:7]=[CH:6][N:5]=[C:4]([NH:8][CH2:9][C:10]2[CH:15]=[CH:14][N:13]=[CH:12][CH:11]=2)[CH:3]=1.[N+:16]([C:19]1[CH:25]=[CH:24][CH:23]=[CH:22][C:20]=1[NH2:21])([O-:18])=[O:17].CC1(C)C2C(=C(P(C3C=CC=CC=3)C3C=CC=CC=3)C=CC=2)OC2C(P(C3C=CC=CC=3)C3C=CC=CC=3)=CC=CC1=2.C([O-])([O-])=O.[Cs+].[Cs+]. The catalyst is C1(C)C=CC=CC=1.C1C=CC(/C=C/C(/C=C/C2C=CC=CC=2)=O)=CC=1.C1C=CC(/C=C/C(/C=C/C2C=CC=CC=2)=O)=CC=1.C1C=CC(/C=C/C(/C=C/C2C=CC=CC=2)=O)=CC=1.[Pd].[Pd]. The product is [N+:16]([C:19]1[CH:25]=[CH:24][CH:23]=[CH:22][C:20]=1[NH:21][C:2]1[CH:3]=[C:4]([NH:8][CH2:9][C:10]2[CH:15]=[CH:14][N:13]=[CH:12][CH:11]=2)[N:5]=[CH:6][N:7]=1)([O-:18])=[O:17]. The yield is 0.450. (7) The reactants are [CH3:1][N:2]1[C:10]2[C:5](=[CH:6][CH:7]=[CH:8][CH:9]=2)[CH:4]=[C:3]1[C:11]([NH:13][C@H:14]([C:18]([NH:20][CH:21]([C:30](=[O:43])[CH2:31][O:32][C:33]1[C:38]([F:39])=[C:37]([F:40])[CH:36]=[C:35]([F:41])[C:34]=1[F:42])[CH2:22][C:23]([O:25]C(C)(C)C)=[O:24])=[O:19])[CH:15]([CH3:17])[CH3:16])=[O:12].C(O)(C(F)(F)F)=O. No catalyst specified. The product is [CH3:1][N:2]1[C:10]2[C:5](=[CH:6][CH:7]=[CH:8][CH:9]=2)[CH:4]=[C:3]1[C:11]([NH:13][C@H:14]([C:18]([NH:20][CH:21]([C:30](=[O:43])[CH2:31][O:32][C:33]1[C:38]([F:39])=[C:37]([F:40])[CH:36]=[C:35]([F:41])[C:34]=1[F:42])[CH2:22][C:23]([OH:25])=[O:24])=[O:19])[CH:15]([CH3:17])[CH3:16])=[O:12]. The yield is 0.950. (8) The reactants are [C:1]([CH:3]=[CH:4][CH2:5][N:6]1[CH2:11][CH2:10][N:9]([C:12]([O:14][C:15]([CH3:18])([CH3:17])[CH3:16])=[O:13])[CH2:8][CH:7]1[CH:19]([F:21])[F:20])#[N:2].[NH:22]1[CH:26]=[C:25]([C:27]2[C:28]3[CH:35]=[CH:34][N:33]([CH2:36][O:37][CH2:38][CH2:39][Si:40]([CH3:43])([CH3:42])[CH3:41])[C:29]=3[N:30]=[CH:31][N:32]=2)[CH:24]=[N:23]1.C(=O)([O-])[O-].[K+].[K+]. The catalyst is CN(C=O)C. The product is [C:1]([CH2:3][CH:4]([N:22]1[CH:26]=[C:25]([C:27]2[C:28]3[CH:35]=[CH:34][N:33]([CH2:36][O:37][CH2:38][CH2:39][Si:40]([CH3:43])([CH3:42])[CH3:41])[C:29]=3[N:30]=[CH:31][N:32]=2)[CH:24]=[N:23]1)[CH2:5][N:6]1[CH2:11][CH2:10][N:9]([C:12]([O:14][C:15]([CH3:16])([CH3:17])[CH3:18])=[O:13])[CH2:8][CH:7]1[CH:19]([F:21])[F:20])#[N:2]. The yield is 0.530.